This data is from Reaction yield outcomes from USPTO patents with 853,638 reactions. The task is: Predict the reaction yield, written as a fraction of the theoretical maximum amount of product (1.0 means a 100% yield; for example, 0.34 means a 34% yield). The reactants are [O:1]1[CH:5]=[CH:4][C:3]([CH:6]([NH:8][C:9]([C:11]2[C:19]3[C:14](=[N:15][CH:16]=[C:17]([C:20]4[C:28]5[C:23](=[CH:24][C:25]([F:29])=[CH:26][CH:27]=5)[N:22]([CH3:30])[N:21]=4)[N:18]=3)[N:13](COCC[Si](C)(C)C)[CH:12]=2)=[O:10])[CH3:7])=[N:2]1.FC(F)(F)C(O)=O.C(N)CN. The catalyst is ClCCl. The product is [O:1]1[CH:5]=[CH:4][C:3]([CH:6]([NH:8][C:9]([C:11]2[C:19]3[C:14](=[N:15][CH:16]=[C:17]([C:20]4[C:28]5[C:23](=[CH:24][C:25]([F:29])=[CH:26][CH:27]=5)[N:22]([CH3:30])[N:21]=4)[N:18]=3)[NH:13][CH:12]=2)=[O:10])[CH3:7])=[N:2]1. The yield is 0.540.